From a dataset of Reaction yield outcomes from USPTO patents with 853,638 reactions. Predict the reaction yield, written as a fraction of the theoretical maximum amount of product (1.0 means a 100% yield; for example, 0.34 means a 34% yield). (1) The reactants are [S:1]([N:11]1[C:15]2=[N:16][CH:17]=[C:18]([NH:20][C:21](=[O:27])[O:22][C:23]([CH3:26])([CH3:25])[CH3:24])[N:19]=[C:14]2[CH:13]=[CH:12]1)([C:4]1[CH:10]=[CH:9][C:7]([CH3:8])=[CH:6][CH:5]=1)(=[O:3])=[O:2].[H-].[Na+].Br[CH2:31][C:32]([CH:34]1[CH2:38][CH:37]([N:39]([CH2:47][C:48]2[CH:53]=[CH:52][CH:51]=[CH:50][CH:49]=2)[CH2:40][C:41]2[CH:46]=[CH:45][CH:44]=[CH:43][CH:42]=2)[CH2:36][CH:35]1[CH3:54])=[O:33]. The catalyst is CN(C=O)C. The product is [CH2:47]([N:39]([CH2:40][C:41]1[CH:42]=[CH:43][CH:44]=[CH:45][CH:46]=1)[CH:37]1[CH2:38][CH:34]([C:32](=[O:33])[CH2:31][N:20]([C:18]2[N:19]=[C:14]3[CH:13]=[CH:12][N:11]([S:1]([C:4]4[CH:5]=[CH:6][C:7]([CH3:8])=[CH:9][CH:10]=4)(=[O:3])=[O:2])[C:15]3=[N:16][CH:17]=2)[C:21](=[O:27])[O:22][C:23]([CH3:24])([CH3:26])[CH3:25])[CH:35]([CH3:54])[CH2:36]1)[C:48]1[CH:49]=[CH:50][CH:51]=[CH:52][CH:53]=1. The yield is 0.970. (2) The reactants are [O:1]1[CH2:6][CH2:5][N:4]([C:7]2[N:12]=[C:11]([N:13]3[CH2:18][CH2:17][O:16][CH2:15][CH2:14]3)[N:10]=[C:9]([C:19]3[CH:24]=[CH:23][C:22]([NH:25][C:26](=[O:37])[NH:27][C:28]4[CH:36]=[CH:35][C:31]([C:32](O)=[O:33])=[CH:30][CH:29]=4)=[CH:21][CH:20]=3)[N:8]=2)[CH2:3][CH2:2]1.CCN(C(C)C)C(C)C.CN(C(ON1N=NC2C=CC=CC1=2)=[N+](C)C)C.F[P-](F)(F)(F)(F)F.[CH3:71][N:72]1[CH2:77][CH2:76][NH:75][CH2:74][CH2:73]1. The catalyst is CN1C(=O)CCC1. The product is [O:1]1[CH2:6][CH2:5][N:4]([C:7]2[N:12]=[C:11]([N:13]3[CH2:14][CH2:15][O:16][CH2:17][CH2:18]3)[N:10]=[C:9]([C:19]3[CH:24]=[CH:23][C:22]([NH:25][C:26]([NH:27][C:28]4[CH:36]=[CH:35][C:31]([C:32]([N:75]5[CH2:76][CH2:77][N:72]([CH3:71])[CH2:73][CH2:74]5)=[O:33])=[CH:30][CH:29]=4)=[O:37])=[CH:21][CH:20]=3)[N:8]=2)[CH2:3][CH2:2]1. The yield is 0.540. (3) The reactants are [Br:1][C:2]1[CH:3]=[C:4]([C:8]2[CH:16]=[CH:15][CH:14]=[C:13]3[C:9]=2[CH2:10][C:11](=[O:17])[NH:12]3)[CH:5]=[CH:6][CH:7]=1.[CH2:18]([N:20]([CH2:34][CH3:35])[CH2:21][CH2:22][NH:23][C:24]([C:26]1[C:30]([CH3:31])=[C:29]([CH:32]=O)[NH:28][CH:27]=1)=[O:25])[CH3:19]. The catalyst is C(O)C.N1CCCCC1. The product is [CH2:34]([N:20]([CH2:18][CH3:19])[CH2:21][CH2:22][NH:23][C:24]([C:26]1[C:30]([CH3:31])=[C:29]([CH:32]=[C:10]2[C:9]3[C:13](=[CH:14][CH:15]=[CH:16][C:8]=3[C:4]3[CH:5]=[CH:6][CH:7]=[C:2]([Br:1])[CH:3]=3)[NH:12][C:11]2=[O:17])[NH:28][CH:27]=1)=[O:25])[CH3:35]. The yield is 0.720. (4) The reactants are [Cl:1][C:2]1[C:3]([C:27]2[CH:28]=[N:29][N:30]3[CH:35]=[CH:34][CH:33]=[CH:32][C:31]=23)=[N:4][C:5]([NH:8][C:9]2[CH:14]=[C:13]([N+:15]([O-])=O)[C:12]([N:18]3[CH2:23][CH2:22][N:21]([CH3:24])[CH2:20][CH2:19]3)=[CH:11][C:10]=2[O:25][CH3:26])=[N:6][CH:7]=1.[NH4+].[Cl-].O. The catalyst is C(O)C.[Fe]. The yield is 0.660. The product is [Cl:1][C:2]1[C:3]([C:27]2[CH:28]=[N:29][N:30]3[CH:35]=[CH:34][CH:33]=[CH:32][C:31]=23)=[N:4][C:5]([NH:8][C:9]2[CH:14]=[C:13]([NH2:15])[C:12]([N:18]3[CH2:19][CH2:20][N:21]([CH3:24])[CH2:22][CH2:23]3)=[CH:11][C:10]=2[O:25][CH3:26])=[N:6][CH:7]=1.